From a dataset of Forward reaction prediction with 1.9M reactions from USPTO patents (1976-2016). Predict the product of the given reaction. (1) Given the reactants [Br:1][C:2]1[CH:7]=[CH:6][CH:5]=[C:4]([C:8]([F:11])([F:10])[F:9])[C:3]=1[CH2:12]Br.C([O-])(O)=[O:15].[Na+], predict the reaction product. The product is: [Br:1][C:2]1[CH:7]=[CH:6][CH:5]=[C:4]([C:8]([F:11])([F:10])[F:9])[C:3]=1[CH2:12][OH:15]. (2) Given the reactants [I-:1].[K+].CS(O[CH:8]1[CH2:11][N:10]([CH:12]([C:19]2[CH:24]=[CH:23][CH:22]=[CH:21][CH:20]=2)[C:13]2[CH:18]=[CH:17][CH:16]=[CH:15][CH:14]=2)[CH2:9]1)(=O)=O.C(OCC)(=O)C, predict the reaction product. The product is: [CH:12]([N:10]1[CH2:11][CH:8]([I:1])[CH2:9]1)([C:19]1[CH:24]=[CH:23][CH:22]=[CH:21][CH:20]=1)[C:13]1[CH:18]=[CH:17][CH:16]=[CH:15][CH:14]=1. (3) Given the reactants [NH2:1][C:2]1[CH:7]=[CH:6][C:5](Br)=[CH:4][N:3]=1.[C:9]1(C)C=CC=C[CH:10]=1.CCO.C([O-])([O-])=O.[K+].[K+], predict the reaction product. The product is: [CH:9]([C:5]1[CH:6]=[CH:7][C:2]([NH2:1])=[N:3][CH:4]=1)=[CH2:10]. (4) The product is: [CH3:27][N:24]1[C:25](=[O:26])[C:21]([C:3]2[C:4]3[C:9](=[N:8][CH:7]=[CH:6][CH:5]=3)[NH:1][CH:2]=2)=[C:22]([C:29]2[C:37]3[C:32](=[CH:33][CH:34]=[CH:35][CH:36]=3)[N:31]([C:38]([O:40][C:41]([CH3:43])([CH3:42])[CH3:44])=[O:39])[CH:30]=2)[C:23]1=[O:28]. Given the reactants [NH:1]1[C:9]2[C:4](=[CH:5][CH:6]=[CH:7][N:8]=2)[CH:3]=[CH:2]1.[Li+].C[Si]([N-][Si](C)(C)C)(C)C.Br[C:21]1[C:25](=[O:26])[N:24]([CH3:27])[C:23](=[O:28])[C:22]=1[C:29]1[C:37]2[C:32](=[CH:33][CH:34]=[CH:35][CH:36]=2)[N:31]([C:38]([O:40][C:41]([CH3:44])([CH3:43])[CH3:42])=[O:39])[CH:30]=1.[Cl-].[NH4+], predict the reaction product. (5) Given the reactants Cl[C:2]1[N:7]=[CH:6][N:5]=[C:4]([O:8][C:9]2[CH:14]=[CH:13][C:12]([NH:15][C:16]([NH:18][C:19]3[CH:24]=[CH:23][C:22]([CH2:25][N:26]4[CH2:31][CH2:30][N:29]([C:32]([O:34][CH2:35][C:36]5[CH:41]=[CH:40][CH:39]=[CH:38][CH:37]=5)=[O:33])[CH2:28][CH2:27]4)=[C:21]([C:42]([F:45])([F:44])[F:43])[CH:20]=3)=[O:17])=[CH:11][CH:10]=2)[CH:3]=1.[CH3:46][NH2:47].CC[O:50]C(C)=O, predict the reaction product. The product is: [CH3:46][NH:47][C:2]1[N:7]=[CH:6][N:5]=[C:4]([O:8][C:9]2[CH:14]=[CH:13][C:12]([NH:15][C:16]([NH:18][C:19]3[CH:24]=[CH:23][C:22]([CH2:25][N:26]4[CH2:31][CH2:30][N:29]([C:32]([O:34][C:35](=[O:50])[C:36]5[CH:41]=[CH:40][CH:39]=[CH:38][CH:37]=5)=[O:33])[CH2:28][CH2:27]4)=[C:21]([C:42]([F:45])([F:44])[F:43])[CH:20]=3)=[O:17])=[CH:11][CH:10]=2)[CH:3]=1.